Predict the product of the given reaction. From a dataset of Forward reaction prediction with 1.9M reactions from USPTO patents (1976-2016). (1) Given the reactants [C:1]([O:9][C@H:10]1[CH2:15][CH2:14][C@H:13]([C:16]2[N:21]=[C:20]([C:22]3[CH:34]=[CH:33][C:25]([C:26]([O:28][C:29]([CH3:32])([CH3:31])[CH3:30])=[O:27])=[C:24]([F:35])[CH:23]=3)[C:19]([N:36]([C:44]([O:46][C:47]([CH3:50])([CH3:49])[CH3:48])=[O:45])[C:37]([O:39][C:40]([CH3:43])([CH3:42])[CH3:41])=[O:38])=[N:18][CH:17]=2)[CH2:12][C:11]1=O)(=[O:8])[C:2]1[CH:7]=[CH:6][CH:5]=[CH:4][CH:3]=1.[B-](F)(F)(F)F.CCN([S+](F)F)CC.[FH:65].[FH:66].F.C(N(CC)CC)C, predict the reaction product. The product is: [C:1]([O:9][CH:10]1[CH2:15][CH2:14][CH:13]([C:16]2[N:21]=[C:20]([C:22]3[CH:34]=[CH:33][C:25]([C:26]([O:28][C:29]([CH3:30])([CH3:32])[CH3:31])=[O:27])=[C:24]([F:35])[CH:23]=3)[C:19]([N:36]([C:37]([O:39][C:40]([CH3:41])([CH3:43])[CH3:42])=[O:38])[C:44]([O:46][C:47]([CH3:50])([CH3:49])[CH3:48])=[O:45])=[N:18][CH:17]=2)[CH2:12][C:11]1([F:66])[F:65])(=[O:8])[C:2]1[CH:7]=[CH:6][CH:5]=[CH:4][CH:3]=1. (2) Given the reactants [Br:1][CH2:2][CH2:3][N:4]1[C:8]([C:9](=[O:11])[CH3:10])=[CH:7][C:6]([N:12]2[C:16]([CH3:17])=[CH:15][CH:14]=[C:13]2[CH3:18])=[N:5]1.[BH4-].[Na+], predict the reaction product. The product is: [Br:1][CH2:2][CH2:3][N:4]1[C:8]([CH:9]([OH:11])[CH3:10])=[CH:7][C:6]([N:12]2[C:16]([CH3:17])=[CH:15][CH:14]=[C:13]2[CH3:18])=[N:5]1. (3) Given the reactants [ClH:1].[F:2][C:3]1[CH:8]=[CH:7][C:6]([NH:9][C:10]2[N:15]=[C:14]([NH:16][CH2:17][C:18]3[CH:19]=[N:20][C:21]([O:24]C)=[CH:22][CH:23]=3)[N:13]=[C:12]([NH:26][C:27]3[CH:32]=[CH:31][CH:30]=[CH:29][CH:28]=3)[N:11]=2)=[CH:5][CH:4]=1.C(O)(=O)C.Br.Br.C(OC(=O)C)C.Cl, predict the reaction product. The product is: [ClH:1].[NH:26]([C:12]1[N:11]=[C:10]([NH:9][C:6]2[CH:7]=[CH:8][C:3]([F:2])=[CH:4][CH:5]=2)[N:15]=[C:14]([NH:16][CH2:17][C:18]2[CH:23]=[CH:22][C:21](=[O:24])[NH:20][CH:19]=2)[N:13]=1)[C:27]1[CH:28]=[CH:29][CH:30]=[CH:31][CH:32]=1. (4) The product is: [ClH:36].[F:1][C:2]1([CH2:34][F:35])[CH2:6][NH:5][C@H:4]([C:14]([NH:15][CH2:16][C:17]2[CH:22]=[C:21]([C:23]3[CH:24]=[N:25][C:26]([C:29]([F:30])([F:31])[F:32])=[CH:27][CH:28]=3)[N:20]=[CH:19][N:18]=2)=[O:33])[CH2:3]1. Given the reactants [F:1][C:2]1([CH2:34][F:35])[CH2:6][N:5](C(OC(C)(C)C)=O)[C@H:4]([C:14](=[O:33])[NH:15][CH2:16][C:17]2[CH:22]=[C:21]([C:23]3[CH:24]=[N:25][C:26]([C:29]([F:32])([F:31])[F:30])=[CH:27][CH:28]=3)[N:20]=[CH:19][N:18]=2)[CH2:3]1.[ClH:36], predict the reaction product. (5) The product is: [CH:20]1([CH2:19][N:13]2[CH2:14][CH2:15][N:10]([CH2:9][C:8]3[CH:7]=[CH:6][C:5]([S:2]([CH3:1])(=[O:3])=[O:4])=[CH:17][CH:16]=3)[CH2:11][CH2:12]2)[CH2:25][CH2:24][CH2:23][CH2:22][CH2:21]1. Given the reactants [CH3:1][S:2]([C:5]1[CH:17]=[CH:16][C:8]([CH2:9][N:10]2[CH2:15][CH2:14][NH:13][CH2:12][CH2:11]2)=[CH:7][CH:6]=1)(=[O:4])=[O:3].Br[CH2:19][CH:20]1[CH2:25][CH2:24][CH2:23][CH2:22][CH2:21]1.CCN(C(C)C)C(C)C, predict the reaction product. (6) Given the reactants [Cl:1][C:2]1[N:7]=[C:6]([C:8]2(C#N)[CH2:12][CH2:11][CH2:10][CH2:9]2)[CH:5]=[CH:4][CH:3]=1.CCOC(C)=O.[C:21]([O-:24])(O)=[O:22].[Na+], predict the reaction product. The product is: [Cl:1][C:2]1[N:7]=[C:6]([C:8]2([C:21]([OH:24])=[O:22])[CH2:12][CH2:11][CH2:10][CH2:9]2)[CH:5]=[CH:4][CH:3]=1.